Dataset: Full USPTO retrosynthesis dataset with 1.9M reactions from patents (1976-2016). Task: Predict the reactants needed to synthesize the given product. (1) Given the product [CH3:31][N:29]([CH3:30])[CH2:28][C:27]([CH3:32])([CH3:33])[CH2:26][NH:25][C:23](=[O:24])[C:22]1[CH:21]=[CH:20][C:19]([NH:18][C:2]2[N:12]=[C:11]3[C:5](=[CH:4][N:3]=2)[N:6]([CH3:17])[C:7](=[O:16])[CH2:8][CH2:9][N:10]3[CH:13]([CH3:15])[CH3:14])=[CH:35][CH:34]=1, predict the reactants needed to synthesize it. The reactants are: Cl[C:2]1[N:12]=[C:11]2[C:5]([N:6]([CH3:17])[C:7](=[O:16])[CH2:8][CH2:9][N:10]2[CH:13]([CH3:15])[CH3:14])=[CH:4][N:3]=1.[NH2:18][C:19]1[CH:35]=[CH:34][C:22]([C:23]([NH:25][CH2:26][C:27]([CH3:33])([CH3:32])[CH2:28][N:29]([CH3:31])[CH3:30])=[O:24])=[CH:21][C:20]=1OC. (2) Given the product [Cl:1][C:2]1[N:11]=[C:10]([C:12]2[O:13][CH:14]=[CH:15][CH:16]=2)[C:9]([C:17]2[CH:22]=[CH:21][N:20]=[CH:19][N:18]=2)=[CH:8][C:3]=1[C:4]([OH:6])=[O:5], predict the reactants needed to synthesize it. The reactants are: [Cl:1][C:2]1[N:11]=[C:10]([C:12]2[O:13][CH:14]=[CH:15][CH:16]=2)[C:9]([C:17]2[CH:22]=[CH:21][N:20]=[CH:19][N:18]=2)=[CH:8][C:3]=1[C:4]([O:6]C)=[O:5].[OH-].[Na+]. (3) Given the product [Cl:1][C:2]1[CH:3]=[CH:4][C:5]([O:10][CH2:17][O:18][CH2:19][CH2:20][O:21][CH3:22])=[C:6]([CH:9]=1)[CH:7]=[O:8], predict the reactants needed to synthesize it. The reactants are: [Cl:1][C:2]1[CH:3]=[CH:4][C:5]([OH:10])=[C:6]([CH:9]=1)[CH:7]=[O:8].C([O-])([O-])=O.[K+].[K+].[CH2:17](Cl)[O:18][CH2:19][CH2:20][O:21][CH3:22]. (4) Given the product [C:1]([O:9][CH2:10][C@@H:11]1[C:15]([O:17][C:18](=[O:20])[CH3:19])([CH3:16])[C@:14]([F:22])([CH3:21])[CH:13]([N:23]2[CH:31]=[N:30][C:29]3[C:24]2=[N:25][CH:26]=[N:27][C:28]=3[NH:40][CH2:39][CH:38]2[CH2:37][CH2:36]2)[O:12]1)(=[O:8])[C:2]1[CH:7]=[CH:6][CH:5]=[CH:4][CH:3]=1, predict the reactants needed to synthesize it. The reactants are: [C:1]([O:9][CH2:10][C@@H:11]1[C:15]([O:17][C:18](=[O:20])[CH3:19])([CH3:16])[C@:14]([F:22])([CH3:21])[CH:13]([N:23]2[CH:31]=[N:30][C:29]3[C:24]2=[N:25][CH:26]=[N:27][C:28]=3Cl)[O:12]1)(=[O:8])[C:2]1[CH:7]=[CH:6][CH:5]=[CH:4][CH:3]=1.N12CCC[N:40]=[C:39]1[CH2:38][CH2:37][CH2:36]CC2.Cl.NCC1CC1.O.